Dataset: CYP3A4 inhibition data for predicting drug metabolism from PubChem BioAssay. Task: Regression/Classification. Given a drug SMILES string, predict its absorption, distribution, metabolism, or excretion properties. Task type varies by dataset: regression for continuous measurements (e.g., permeability, clearance, half-life) or binary classification for categorical outcomes (e.g., BBB penetration, CYP inhibition). Dataset: cyp3a4_veith. (1) The compound is COc1ccc(-c2ccc3c(n2)CCCN3C[C@H](O)CN2CCCc3nc(-c4ccc(Br)cc4)ccc32)cc1. The result is 0 (non-inhibitor). (2) The molecule is Cc1ccc(OCC(=O)N2CCN(c3ccc([N+](=O)[O-])c(N4CCOCC4)c3)CC2)cc1. The result is 1 (inhibitor). (3) The drug is CC(C)C1NC(=S)N(Cc2ccccc2)C1=O. The result is 1 (inhibitor). (4) The compound is COc1cccc(OC)c1C(=O)NC(=S)N1CCN(c2ccc(C(F)(F)F)cc2[N+](=O)[O-])CC1. The result is 0 (non-inhibitor).